From a dataset of Peptide-MHC class II binding affinity with 134,281 pairs from IEDB. Regression. Given a peptide amino acid sequence and an MHC pseudo amino acid sequence, predict their binding affinity value. This is MHC class II binding data. (1) The MHC is HLA-DQA10501-DQB10402 with pseudo-sequence HLA-DQA10501-DQB10402. The peptide sequence is QDPKNVYQRGTHPFS. The binding affinity (normalized) is 0.331. (2) The peptide sequence is GAYFVSSGKYEGGNI. The MHC is HLA-DPA10301-DPB10402 with pseudo-sequence HLA-DPA10301-DPB10402. The binding affinity (normalized) is 0.278. (3) The peptide sequence is ATISATPESATPFPH. The MHC is DRB1_0301 with pseudo-sequence DRB1_0301. The binding affinity (normalized) is 0.168. (4) The peptide sequence is RPMFLYVRTNGTSKI. The MHC is DRB1_0301 with pseudo-sequence DRB1_0301. The binding affinity (normalized) is 0. (5) The peptide sequence is NYLALLVKYVNGDGD. The MHC is HLA-DPA10201-DPB11401 with pseudo-sequence HLA-DPA10201-DPB11401. The binding affinity (normalized) is 0.134. (6) The peptide sequence is YTDYLTVMDRYSVDA. The MHC is HLA-DQA10303-DQB10402 with pseudo-sequence HLA-DQA10303-DQB10402. The binding affinity (normalized) is 0.320. (7) The peptide sequence is ERMSRLSKVAPVIKARMMEY. The MHC is HLA-DQA10301-DQB10302 with pseudo-sequence HLA-DQA10301-DQB10302. The binding affinity (normalized) is 0. (8) The peptide sequence is GEPKGAAESSSKAAL. The MHC is HLA-DQA10301-DQB10302 with pseudo-sequence HLA-DQA10301-DQB10302. The binding affinity (normalized) is 0.208. (9) The peptide sequence is TIDGRGAEVHIGNGG. The MHC is HLA-DQA10501-DQB10301 with pseudo-sequence HLA-DQA10501-DQB10301. The binding affinity (normalized) is 0.506. (10) The MHC is HLA-DPA10301-DPB10402 with pseudo-sequence HLA-DPA10301-DPB10402. The binding affinity (normalized) is 0.0479. The peptide sequence is RIDTPDKLTGPFTVR.